Dataset: Full USPTO retrosynthesis dataset with 1.9M reactions from patents (1976-2016). Task: Predict the reactants needed to synthesize the given product. (1) Given the product [Cl:12][C:4]1[S:3][CH:2]=[N:6][C:5]=1[C:7]([O:9][CH2:10][CH3:11])=[O:8], predict the reactants needed to synthesize it. The reactants are: N[C:2]1[S:3][C:4]([Cl:12])=[C:5]([C:7]([O:9][CH2:10][CH3:11])=[O:8])[N:6]=1.N(OC(C)(C)C)=O.O. (2) Given the product [NH2:22][C:19]1[CH:18]=[C:17]([Br:25])[C:3]([O:4][C:5]2[CH:6]=[C:7]([CH:14]([CH3:16])[CH3:15])[C:8]([OH:13])=[C:9]([CH:12]=2)[CH:10]=[O:11])=[C:2]([Br:1])[C:20]=1[CH3:21], predict the reactants needed to synthesize it. The reactants are: [Br:1][C:2]1[C:20]([CH3:21])=[C:19]([N+:22]([O-])=O)[CH:18]=[C:17]([Br:25])[C:3]=1[O:4][C:5]1[CH:6]=[C:7]([CH:14]([CH3:16])[CH3:15])[C:8]([OH:13])=[C:9]([CH:12]=1)[CH:10]=[O:11].[O-]S(S([O-])=O)=O.[Na+].[Na+].C([O-])(O)=O.[Na+]. (3) Given the product [C:12]([NH:16][C:1](=[O:4])[C:2]([CH2:10][CH2:11][CH2:28][C:27]#[N:24])=[CH2:3])([CH3:15])([CH3:14])[CH3:13], predict the reactants needed to synthesize it. The reactants are: [C:1](Cl)(=[O:4])[CH:2]=[CH2:3].C(O[CH2:10][CH3:11])(=O)C.[C:12]([NH:16]CCCC#N)([CH3:15])([CH3:14])[CH3:13].C([N:24]([CH2:27][CH3:28])CC)C. (4) Given the product [NH2:7][C:8]1[C:9](=[O:36])[C:10]([O:28][CH2:29][C:30]2[CH:31]=[CH:32][CH:33]=[CH:34][CH:35]=2)=[C:11]2[C:16](=[O:17])[N:15]([CH2:18][C:19]3[CH:24]=[CH:23][C:22]([F:25])=[C:21]([Cl:26])[CH:20]=3)[CH2:14][CH2:13][N:12]2[CH:27]=1, predict the reactants needed to synthesize it. The reactants are: C(OC(=O)[NH:7][C:8]1[C:9](=[O:36])[C:10]([O:28][CH2:29][C:30]2[CH:35]=[CH:34][CH:33]=[CH:32][CH:31]=2)=[C:11]2[C:16](=[O:17])[N:15]([CH2:18][C:19]3[CH:24]=[CH:23][C:22]([F:25])=[C:21]([Cl:26])[CH:20]=3)[CH2:14][CH2:13][N:12]2[CH:27]=1)(C)(C)C.Cl.O1CCOCC1. (5) Given the product [OH:8][C:9]1[CH:10]=[CH:11][C:12]([S:15]([NH:18][CH2:19][C@H:20]([N:25]2[CH2:30][CH2:29][O:28][CH2:27][CH2:26]2)[C:21]([O:23][CH3:24])=[O:22])(=[O:17])=[O:16])=[CH:13][CH:14]=1, predict the reactants needed to synthesize it. The reactants are: C([O:8][C:9]1[CH:14]=[CH:13][C:12]([S:15]([NH:18][CH2:19][C@H:20]([N:25]2[CH2:30][CH2:29][O:28][CH2:27][CH2:26]2)[C:21]([O:23][CH3:24])=[O:22])(=[O:17])=[O:16])=[CH:11][CH:10]=1)C1C=CC=CC=1. (6) Given the product [F:10][C:6]1[C:3]2[CH:4]=[C:14]([C:15]([O:17][CH3:18])=[O:16])[S:13][C:2]=2[CH:9]=[CH:8][CH:7]=1, predict the reactants needed to synthesize it. The reactants are: F[C:2]1[CH:9]=[CH:8][CH:7]=[C:6]([F:10])[C:3]=1[CH:4]=O.[H-].[Na+].[SH:13][CH2:14][C:15]([O:17][CH3:18])=[O:16]. (7) Given the product [NH2:8][C:9]1[CH:10]=[C:11]2[C:16](=[CH:17][N:18]=1)[C:15]([N:19]1[C:27](=[O:28])[C:26]3[C:21](=[CH:22][CH:23]=[CH:24][CH:25]=3)[C:20]1=[O:29])=[N:14][CH:13]=[CH:12]2, predict the reactants needed to synthesize it. The reactants are: COC1C=CC(C[N:8](CC2C=CC(OC)=CC=2)[C:9]2[CH:10]=[C:11]3[C:16](=[CH:17][N:18]=2)[C:15]([N:19]2[C:27](=[O:28])[C:26]4[C:21](=[CH:22][CH:23]=[CH:24][CH:25]=4)[C:20]2=[O:29])=[N:14][CH:13]=[CH:12]3)=CC=1.FC(F)(F)C(O)=O.